From a dataset of Forward reaction prediction with 1.9M reactions from USPTO patents (1976-2016). Predict the product of the given reaction. (1) Given the reactants [F:1][C:2]1[C:7]([O:8][CH3:9])=[CH:6][CH:5]=[CH:4][C:3]=1B(O)O.OO.S([O-])([O-])=[O:16].[Na+].[Na+], predict the reaction product. The product is: [F:1][C:2]1[C:7]([O:8][CH3:9])=[CH:6][CH:5]=[CH:4][C:3]=1[OH:16]. (2) Given the reactants [CH3:1][O:2][CH2:3][CH2:4][N:5]([CH2:28][CH2:29][N:30](C)[C:31](=O)OCC1C=CC=CC=1)[CH2:6][CH2:7][O:8][CH2:9][CH2:10][O:11][CH2:12][CH2:13][O:14][CH2:15][CH2:16][O:17][CH2:18][CH2:19][O:20][CH2:21][CH2:22][O:23][CH2:24][CH2:25][O:26][CH3:27], predict the reaction product. The product is: [CH3:27][O:26][CH2:25][CH2:24][O:23][CH2:22][CH2:21][O:20][CH2:19][CH2:18][O:17][CH2:16][CH2:15][O:14][CH2:13][CH2:12][O:11][CH2:10][CH2:9][O:8][CH2:7][CH2:6][N:5]([CH2:4][CH2:3][O:2][CH3:1])[CH2:28][CH2:29][NH:30][CH3:31]. (3) Given the reactants [Cl:1][C:2]1[CH:7]=[CH:6][C:5]([C:8]2[CH:9]=[C:10]3[C:16]([C:17]([C:19]4[C:20]([F:33])=[C:21]([NH:26][S:27]([CH2:30][CH2:31][CH3:32])(=[O:29])=[O:28])[CH:22]=[CH:23][C:24]=4[F:25])=[O:18])=[CH:15][NH:14][C:11]3=[N:12][CH:13]=2)=[CH:4][CH:3]=1.C(N(CC)CC)C.[C:41](Cl)(=[O:45])[CH:42]([CH3:44])[CH3:43], predict the reaction product. The product is: [Cl:1][C:2]1[CH:7]=[CH:6][C:5]([C:8]2[CH:9]=[C:10]3[C:16]([C:17]([C:19]4[C:20]([F:33])=[C:21]([N:26]([S:27]([CH2:30][CH2:31][CH3:32])(=[O:28])=[O:29])[C:41](=[O:45])[CH:42]([CH3:44])[CH3:43])[CH:22]=[CH:23][C:24]=4[F:25])=[O:18])=[CH:15][NH:14][C:11]3=[N:12][CH:13]=2)=[CH:4][CH:3]=1. (4) Given the reactants [Cl:1][C:2]1[CH:3]=[C:4]([CH2:9][C@H:10]([CH3:32])[C:11]([NH:13][CH:14]2[N:20]=[C:19]([C:21]3[CH:26]=[CH:25][CH:24]=[CH:23][CH:22]=3)[C:18]3[CH:27]=[CH:28][CH:29]=[CH:30][C:17]=3[NH:16][C:15]2=[O:31])=[O:12])[CH:5]=[CH:6][C:7]=1[Cl:8].Br[CH2:34][C:35]([NH2:37])=[O:36], predict the reaction product. The product is: [NH2:37][C:35](=[O:36])[CH2:34][N:16]1[C:17]2[CH:30]=[CH:29][CH:28]=[CH:27][C:18]=2[C:19]([C:21]2[CH:26]=[CH:25][CH:24]=[CH:23][CH:22]=2)=[N:20][CH:14]([NH:13][C:11](=[O:12])[C@@H:10]([CH3:32])[CH2:9][C:4]2[CH:5]=[CH:6][C:7]([Cl:8])=[C:2]([Cl:1])[CH:3]=2)[C:15]1=[O:31]. (5) Given the reactants [C:1]([CH:3]1[CH2:8][CH2:7][N:6]([C:9]([O:11][C:12]([CH3:15])([CH3:14])[CH3:13])=[O:10])[CH2:5][CH:4]1[OH:16])#[N:2].C(C1C(O)CCN(C(OC(C)(C)C)=O)C1)#N.O.[SH2:34].[Na].[Cl-].[NH4+], predict the reaction product. The product is: [OH:16][CH:4]1[CH:3]([C:1](=[S:34])[NH2:2])[CH2:8][CH2:7][N:6]([C:9]([O:11][C:12]([CH3:13])([CH3:15])[CH3:14])=[O:10])[CH2:5]1. (6) Given the reactants Br[C:2]1(Br)[C:10]2[C:9]([Cl:11])=[N:8][CH:7]=[N:6][C:5]=2[NH:4][C:3]1=[O:12], predict the reaction product. The product is: [Cl:11][C:9]1[C:10]2[CH2:2][C:3](=[O:12])[NH:4][C:5]=2[N:6]=[CH:7][N:8]=1. (7) Given the reactants I[C:2]1[N:14]([S:15]([C:18]2[CH:24]=[CH:23][C:21]([CH3:22])=[CH:20][CH:19]=2)(=[O:17])=[O:16])[C:5]2=[N:6][CH:7]=[C:8]3[CH:12]=[N:11][N:10]([CH3:13])[C:9]3=[C:4]2[CH:3]=1.[CH3:25][O:26][C:27]1[CH:28]=[C:29]2[C:33](=[CH:34][CH:35]=1)[N:32]([C:36]([O:38][C:39]([CH3:42])([CH3:41])[CH3:40])=[O:37])[CH:31]=[C:30]2B1OC(C)(C)C(C)(C)O1.C([O-])([O-])=O.[Cs+].[Cs+].O, predict the reaction product. The product is: [CH3:25][O:26][C:27]1[CH:28]=[C:29]2[C:33](=[CH:34][CH:35]=1)[N:32]([C:36]([O:38][C:39]([CH3:42])([CH3:41])[CH3:40])=[O:37])[CH:31]=[C:30]2[C:2]1[N:14]([S:15]([C:18]2[CH:19]=[CH:20][C:21]([CH3:22])=[CH:23][CH:24]=2)(=[O:17])=[O:16])[C:5]2=[N:6][CH:7]=[C:8]3[CH:12]=[N:11][N:10]([CH3:13])[C:9]3=[C:4]2[CH:3]=1. (8) Given the reactants [Cl-].[Al+3].[Cl-].[Cl-].[CH2:5]([N:7]1[C:20]2[CH:19]=[C:18]3[C:21]([CH2:30][CH3:31])([CH2:28][CH3:29])[C:22]4[C:27]([C:17]3=[CH:16][C:15]=2[C:14]([CH3:33])([CH3:32])[C:13]2[C:8]1=[CH:9][CH:10]=[CH:11][CH:12]=2)=[CH:26][CH:25]=[CH:24][CH:23]=4)[CH3:6].[C:34](Cl)(=[O:36])[CH3:35], predict the reaction product. The product is: [C:34]([C:11]1[CH:12]=[C:13]2[C:8](=[CH:9][CH:10]=1)[N:7]([CH2:5][CH3:6])[C:20]1[CH:19]=[C:18]3[C:21]([CH2:28][CH3:29])([CH2:30][CH3:31])[C:22]4[C:27]([C:17]3=[CH:16][C:15]=1[C:14]2([CH3:33])[CH3:32])=[CH:26][CH:25]=[CH:24][CH:23]=4)(=[O:36])[CH3:35]. (9) Given the reactants [C:1]([NH:4][CH2:5][CH2:6][C:7]([OH:9])=O)(=[O:3])[CH3:2].CN(C(ON1N=NC2C=CC=NC1=2)=[N+](C)C)C.F[P-](F)(F)(F)(F)F.C(N(C(C)C)CC)(C)C.[C:43]1([S:49]([N:52]2[C:56]3=[N:57][CH:58]=[C:59]([NH2:68])[C:60]([NH:61][CH:62]4[CH2:67][CH2:66][CH2:65][CH2:64][CH2:63]4)=[C:55]3[CH:54]=[CH:53]2)(=[O:51])=[O:50])[CH:48]=[CH:47][CH:46]=[CH:45][CH:44]=1, predict the reaction product. The product is: [C:1]([NH:4][CH2:5][CH2:6][C:7]([NH:68][C:59]1[C:60]([NH:61][CH:62]2[CH2:67][CH2:66][CH2:65][CH2:64][CH2:63]2)=[C:55]2[CH:54]=[CH:53][N:52]([S:49]([C:43]3[CH:48]=[CH:47][CH:46]=[CH:45][CH:44]=3)(=[O:51])=[O:50])[C:56]2=[N:57][CH:58]=1)=[O:9])(=[O:3])[CH3:2].